From a dataset of Forward reaction prediction with 1.9M reactions from USPTO patents (1976-2016). Predict the product of the given reaction. (1) The product is: [N+:2]([C:5]1[CH:14]=[CH:13][CH:12]=[C:11]2[C:6]=1[CH:7]=[CH:8][CH:9]=[C:10]2[NH2:15])([O-:4])=[O:3]. Given the reactants Cl.[N+:2]([C:5]1[CH:14]=[CH:13][CH:12]=[C:11]2[C:6]=1[CH:7]=[CH:8][CH:9]=[C:10]2[NH2:15])([O-:4])=[O:3].O.[OH-].[Na+], predict the reaction product. (2) Given the reactants [ClH:1].COCCOC[O:8][C:9]1[CH:14]=[CH:13][C:12]([C@@H:15]2[CH2:17][C@H:16]2[NH:18]C(=O)OC(C)(C)C)=[CH:11][CH:10]=1, predict the reaction product. The product is: [ClH:1].[NH2:18][C@@H:16]1[CH2:17][C@H:15]1[C:12]1[CH:13]=[CH:14][C:9]([OH:8])=[CH:10][CH:11]=1. (3) Given the reactants [Br:1][C:2]1[S:3][C:4]([CH:7]=O)=[CH:5][CH:6]=1.Cl.[NH2:10][OH:11], predict the reaction product. The product is: [Br:1][C:2]1[S:3][C:4]([CH:7]=[N:10][OH:11])=[CH:5][CH:6]=1.